From a dataset of NCI-60 drug combinations with 297,098 pairs across 59 cell lines. Regression. Given two drug SMILES strings and cell line genomic features, predict the synergy score measuring deviation from expected non-interaction effect. (1) Drug 1: C1=C(C(=O)NC(=O)N1)F. Drug 2: CC1CCC2CC(C(=CC=CC=CC(CC(C(=O)C(C(C(=CC(C(=O)CC(OC(=O)C3CCCCN3C(=O)C(=O)C1(O2)O)C(C)CC4CCC(C(C4)OC)OCCO)C)C)O)OC)C)C)C)OC. Cell line: HT29. Synergy scores: CSS=48.9, Synergy_ZIP=-3.63, Synergy_Bliss=-3.84, Synergy_Loewe=-0.239, Synergy_HSA=0.808. (2) Drug 1: CN(C)C1=NC(=NC(=N1)N(C)C)N(C)C. Drug 2: CCN(CC)CCNC(=O)C1=C(NC(=C1C)C=C2C3=C(C=CC(=C3)F)NC2=O)C. Cell line: HOP-92. Synergy scores: CSS=-7.53, Synergy_ZIP=2.56, Synergy_Bliss=-2.15, Synergy_Loewe=-7.32, Synergy_HSA=-6.94. (3) Drug 1: C1CN1C2=NC(=NC(=N2)N3CC3)N4CC4. Drug 2: CC1C(C(CC(O1)OC2CC(CC3=C2C(=C4C(=C3O)C(=O)C5=C(C4=O)C(=CC=C5)OC)O)(C(=O)CO)O)N)O.Cl. Cell line: T-47D. Synergy scores: CSS=21.2, Synergy_ZIP=-9.79, Synergy_Bliss=-4.44, Synergy_Loewe=-3.58, Synergy_HSA=-2.87. (4) Drug 1: CC(CN1CC(=O)NC(=O)C1)N2CC(=O)NC(=O)C2. Drug 2: CC1C(C(CC(O1)OC2CC(OC(C2O)C)OC3=CC4=CC5=C(C(=O)C(C(C5)C(C(=O)C(C(C)O)O)OC)OC6CC(C(C(O6)C)O)OC7CC(C(C(O7)C)O)OC8CC(C(C(O8)C)O)(C)O)C(=C4C(=C3C)O)O)O)O. Cell line: CAKI-1. Synergy scores: CSS=40.5, Synergy_ZIP=-2.24, Synergy_Bliss=3.49, Synergy_Loewe=9.18, Synergy_HSA=8.28. (5) Drug 1: C1=CC(=C2C(=C1NCCNCCO)C(=O)C3=C(C=CC(=C3C2=O)O)O)NCCNCCO. Drug 2: CCC(=C(C1=CC=CC=C1)C2=CC=C(C=C2)OCCN(C)C)C3=CC=CC=C3.C(C(=O)O)C(CC(=O)O)(C(=O)O)O. Cell line: NCI-H226. Synergy scores: CSS=39.5, Synergy_ZIP=2.42, Synergy_Bliss=0.663, Synergy_Loewe=-25.7, Synergy_HSA=-0.751. (6) Drug 1: CCC1=CC2CC(C3=C(CN(C2)C1)C4=CC=CC=C4N3)(C5=C(C=C6C(=C5)C78CCN9C7C(C=CC9)(C(C(C8N6C)(C(=O)OC)O)OC(=O)C)CC)OC)C(=O)OC.C(C(C(=O)O)O)(C(=O)O)O. Drug 2: C1=NC(=NC(=O)N1C2C(C(C(O2)CO)O)O)N. Cell line: MCF7. Synergy scores: CSS=24.0, Synergy_ZIP=-1.09, Synergy_Bliss=-0.744, Synergy_Loewe=-8.17, Synergy_HSA=-0.107.